This data is from Full USPTO retrosynthesis dataset with 1.9M reactions from patents (1976-2016). The task is: Predict the reactants needed to synthesize the given product. (1) Given the product [C:15]([O:19][C:20](=[O:35])[NH:21][C@H:22]([C:26]([N:28]1[CH2:33][CH2:32][CH:31]([O:34][C:41]2[CH:40]=[N:39][C:38]([C:37]([F:46])([F:45])[F:36])=[CH:43][CH:42]=2)[CH2:30][CH2:29]1)=[O:27])[CH:23]([CH3:25])[CH3:24])([CH3:17])([CH3:18])[CH3:16], predict the reactants needed to synthesize it. The reactants are: N(C(OC(C)C)=O)=NC(OC(C)C)=O.[C:15]([O:19][C:20](=[O:35])[NH:21][C@H:22]([C:26]([N:28]1[CH2:33][CH2:32][CH:31]([OH:34])[CH2:30][CH2:29]1)=[O:27])[CH:23]([CH3:25])[CH3:24])([CH3:18])([CH3:17])[CH3:16].[F:36][C:37]([F:46])([F:45])[C:38]1[CH:43]=[CH:42][C:41](O)=[CH:40][N:39]=1.C1(P(C2C=CC=CC=2)C2C=CC=CC=2)C=CC=CC=1. (2) Given the product [CH3:24][O:23][C:21]1[CH:20]=[C:19]([C:25]2[C:37](=[O:38])[N:36]([CH2:39][CH3:40])[C:28]3[N:29]=[C:30]([NH:1][C:2]4[CH:7]=[C:6]([CH3:8])[N:5]=[C:4]([CH3:9])[CH:3]=4)[N:31]=[CH:32][C:27]=3[CH:26]=2)[CH:18]=[C:17]([O:16][CH3:15])[CH:22]=1, predict the reactants needed to synthesize it. The reactants are: [NH2:1][C:2]1[CH:7]=[C:6]([CH3:8])[N:5]=[C:4]([CH3:9])[CH:3]=1.C([Li])CCC.[CH3:15][O:16][C:17]1[CH:18]=[C:19]([C:25]2[C:37](=[O:38])[N:36]([CH2:39][CH3:40])[C:28]3[N:29]=[C:30](S(C)=O)[N:31]=[CH:32][C:27]=3[CH:26]=2)[CH:20]=[C:21]([O:23][CH3:24])[CH:22]=1.C(OCC)(=O)C.O. (3) Given the product [C:21]([NH:7][C@@H:8]([C:13]([OH:15])=[O:14])[CH2:9][CH:10]([CH3:12])[CH3:11])(=[O:33])[CH2:22][CH2:23][CH2:24][CH2:25][CH2:26][CH2:27][CH2:28][CH2:29][CH2:30][CH2:31][CH3:32], predict the reactants needed to synthesize it. The reactants are: N1C=CC=CC=1.[NH2:7][C@@H:8]([C:13]([OH:15])=[O:14])[CH2:9][CH:10]([CH3:12])[CH3:11].C[Si](Cl)(C)C.[C:21](Cl)(=[O:33])[CH2:22][CH2:23][CH2:24][CH2:25][CH2:26][CH2:27][CH2:28][CH2:29][CH2:30][CH2:31][CH3:32]. (4) Given the product [CH3:32][O:31][C:29](=[O:30])[C:28]1[CH:33]=[CH:34][C:25]([S:24][C:17]2[C:18]([C:20]([F:22])([F:23])[F:21])=[CH:11][C:12]([N:8]=[C:1]=[S:2])=[CH:15][C:16]=2[Cl:35])=[CH:26][CH:27]=1, predict the reactants needed to synthesize it. The reactants are: [C:1]([N:8]1[CH:12]=[CH:11]N=C1)(N1C=CN=C1)=[S:2].NC1C=[C:18]([C:20]([F:23])([F:22])[F:21])[C:17]([S:24][C:25]2[CH:34]=[CH:33][C:28]([C:29]([O:31][CH3:32])=[O:30])=[CH:27][CH:26]=2)=[C:16]([Cl:35])[CH:15]=1. (5) Given the product [C:1]([NH:5][S:6]([C:9]1[C:18]2[C:13](=[CH:14][CH:15]=[CH:16][CH:17]=2)[C:12]([N:19]2[C:23]([CH2:24][CH:25]3[CH2:26][CH2:27][CH2:28][CH2:29][CH2:30]3)=[C:22]([Cl:31])[C:21]([C:32]([OH:34])=[O:33])=[N:20]2)=[CH:11][CH:10]=1)(=[O:7])=[O:8])([CH3:4])([CH3:2])[CH3:3], predict the reactants needed to synthesize it. The reactants are: [C:1]([NH:5][S:6]([C:9]1[C:18]2[C:13](=[CH:14][CH:15]=[CH:16][CH:17]=2)[C:12]([N:19]2[C:23]([CH2:24][CH:25]3[CH2:30][CH2:29][CH2:28][CH2:27][CH2:26]3)=[C:22]([Cl:31])[C:21]([C:32]([O:34]CC)=[O:33])=[N:20]2)=[CH:11][CH:10]=1)(=[O:8])=[O:7])([CH3:4])([CH3:3])[CH3:2].[OH-].[Na+].O.Cl. (6) Given the product [F:33][C:23]1[C:24]([O:31][CH3:32])=[C:25]([N+:28]([O-:30])=[O:29])[CH:26]=[CH:27][C:22]=1[CH2:21][P:6](=[O:13])([O:10][CH2:11][CH3:12])[O:7][CH2:8][CH3:9], predict the reactants needed to synthesize it. The reactants are: ClC1C=C(C=CC=1[N+]([O-])=O)C[P:6](=[O:13])([O:10][CH2:11][CH3:12])[O:7][CH2:8][CH3:9].Cl[CH2:21][C:22]1[CH:27]=[CH:26][C:25]([N+:28]([O-:30])=[O:29])=[C:24]([O:31][CH3:32])[C:23]=1[F:33]. (7) The reactants are: [H-].[Na+].[F:3][C:4]1[CH:5]=[CH:6][C:7]2[N:8]([C:10]([C:13]3[N:18]=[C:17]([NH:19][C@H:20]([C:22]4[CH:27]=[CH:26][C:25]([F:28])=[CH:24][N:23]=4)[CH3:21])[C:16]([C:29]([O:31]CC)=[O:30])=[CH:15][N:14]=3)=[CH:11][N:12]=2)[CH:9]=1.[CH3:34]I. Given the product [F:3][C:4]1[CH:5]=[CH:6][C:7]2[N:8]([C:10]([C:13]3[N:18]=[C:17]([N:19]([C@H:20]([C:22]4[CH:27]=[CH:26][C:25]([F:28])=[CH:24][N:23]=4)[CH3:21])[CH3:34])[C:16]([C:29]([OH:31])=[O:30])=[CH:15][N:14]=3)=[CH:11][N:12]=2)[CH:9]=1, predict the reactants needed to synthesize it.